From a dataset of Full USPTO retrosynthesis dataset with 1.9M reactions from patents (1976-2016). Predict the reactants needed to synthesize the given product. Given the product [C:20]([O:19][C:18](=[O:24])[N:17]([CH2:16][C:4]1[CH:3]=[C:2]([C:32]2[C:27]([Cl:26])=[N:28][CH:29]=[CH:30][CH:31]=2)[N:6]([S:7]([C:10]2[CH:11]=[N:12][CH:13]=[CH:14][CH:15]=2)(=[O:9])=[O:8])[CH:5]=1)[CH3:25])([CH3:23])([CH3:22])[CH3:21], predict the reactants needed to synthesize it. The reactants are: Br[C:2]1[N:6]([S:7]([C:10]2[CH:11]=[N:12][CH:13]=[CH:14][CH:15]=2)(=[O:9])=[O:8])[CH:5]=[C:4]([CH2:16][N:17]([CH3:25])[C:18](=[O:24])[O:19][C:20]([CH3:23])([CH3:22])[CH3:21])[CH:3]=1.[Cl:26][C:27]1[C:32](B(O)O)=[CH:31][CH:30]=[CH:29][N:28]=1.C(=O)([O-])O.[Na+].COCCOC.